From a dataset of Forward reaction prediction with 1.9M reactions from USPTO patents (1976-2016). Predict the product of the given reaction. Given the reactants C([O:4][C@@H:5]1[CH2:29][CH2:28][C@@:27]2([CH3:30])[C@H:7]([CH2:8][CH2:9][C@@H:10]3[C:26]2=[CH:25][CH2:24][C@@:23]2([CH3:31])[C@H:11]3[CH2:12][CH2:13][C@@H:14]2[C@H:15]([CH3:22])[CH2:16][CH2:17][C:18]([O:20][CH3:21])=[O:19])[CH2:6]1)(=O)C.CC(O)=[O:34], predict the reaction product. The product is: [OH:4][C@@H:5]1[CH2:29][CH2:28][C@@:27]2([CH3:30])[C@H:7]([CH2:8][CH2:9][C@@H:10]3[C:26]2=[CH:25][C:24](=[O:34])[C@@:23]2([CH3:31])[C@H:11]3[CH2:12][CH2:13][C@@H:14]2[C@H:15]([CH3:22])[CH2:16][CH2:17][C:18]([O:20][CH3:21])=[O:19])[CH2:6]1.